Dataset: Full USPTO retrosynthesis dataset with 1.9M reactions from patents (1976-2016). Task: Predict the reactants needed to synthesize the given product. (1) Given the product [C:24]([C:21]1[CH:22]=[CH:23][C:18]([C:17]([NH:16][C:11]2[CH:12]=[CH:13][CH:14]=[CH:15][C:10]=2[C:9]([NH:8][C:5]2[CH:4]=[CH:3][C:2]([Cl:1])=[CH:7][N:6]=2)=[O:35])=[O:34])=[C:19]([O:30][CH2:31][O:32][CH3:33])[CH:20]=1)(=[O:25])[CH3:29], predict the reactants needed to synthesize it. The reactants are: [Cl:1][C:2]1[CH:3]=[CH:4][C:5]([NH:8][C:9](=[O:35])[C:10]2[CH:15]=[CH:14][CH:13]=[CH:12][C:11]=2[NH:16][C:17](=[O:34])[C:18]2[CH:23]=[CH:22][C:21]([C:24]3([CH3:29])OCC[O:25]3)=[CH:20][C:19]=2[O:30][CH2:31][O:32][CH3:33])=[N:6][CH:7]=1.Cl. (2) Given the product [C:14]([C:10]1[C:9]([F:13])=[CH:8][C:3]([C:4]([O:6][CH3:7])=[O:5])=[C:2]([F:1])[CH:11]=1)#[N:15], predict the reactants needed to synthesize it. The reactants are: [F:1][C:2]1[CH:11]=[C:10](F)[C:9]([F:13])=[CH:8][C:3]=1[C:4]([O:6][CH3:7])=[O:5].[C-:14]#[N:15].[Na+]. (3) Given the product [Cl:8][C:9]1[CH:14]=[CH:13][C:12]([C@H:15]([N:17]2[C:21]3[CH:22]=[C:23]([N:26]4[CH2:31][CH2:30][N:29]([C:3]([C@H:2]5[CH2:11][CH2:12][CH2:15][NH:17]5)=[O:5])[C@H:28]([CH3:32])[CH2:27]4)[CH:24]=[CH:25][C:20]=3[N:19]=[CH:18]2)[CH3:16])=[C:11]([C:33]([F:36])([F:34])[F:35])[CH:10]=1, predict the reactants needed to synthesize it. The reactants are: F[C:2](F)(F)[C:3]([OH:5])=O.[Cl:8][C:9]1[CH:14]=[CH:13][C:12]([C@H:15]([N:17]2[C:21]3[CH:22]=[C:23]([N:26]4[CH2:31][CH2:30][NH:29][C@H:28]([CH3:32])[CH2:27]4)[CH:24]=[CH:25][C:20]=3[N:19]=[CH:18]2)[CH3:16])=[C:11]([C:33]([F:36])([F:35])[F:34])[CH:10]=1. (4) Given the product [CH3:1][N:17]1[CH2:18][C@H:12]2[C@@H:16]1[CH2:15][N:14]([C:19]1[CH:20]=[CH:21][C:22]([C:25]3[CH:30]=[CH:29][C:28]([C:31](=[O:33])[CH3:32])=[CH:27][CH:26]=3)=[N:23][CH:24]=1)[CH2:13]2, predict the reactants needed to synthesize it. The reactants are: [C:1]1(C)C=CC(S(O)(=O)=O)=CC=1.[C@H:12]12[CH2:18][NH:17][C@H:16]1[CH2:15][N:14]([C:19]1[CH:20]=[CH:21][C:22]([C:25]3[CH:30]=[CH:29][C:28]([C:31](=[O:33])[CH3:32])=[CH:27][CH:26]=3)=[N:23][CH:24]=1)[CH2:13]2.C=O.